This data is from HIV replication inhibition screening data with 41,000+ compounds from the AIDS Antiviral Screen. The task is: Binary Classification. Given a drug SMILES string, predict its activity (active/inactive) in a high-throughput screening assay against a specified biological target. The molecule is CCc1cc(Cc2cc(CC)c(NC(=O)C3=CC(=O)CC(c4ccc(OC)cc4)O3)c(CC)c2Cl)c(Cl)c(CC)c1NC(=O)C1=CC(=O)CC(c2ccc(OC)cc2)O1. The result is 0 (inactive).